This data is from Catalyst prediction with 721,799 reactions and 888 catalyst types from USPTO. The task is: Predict which catalyst facilitates the given reaction. (1) Reactant: [F:1][C:2]1([F:28])[CH2:7][CH2:6][C@@H:5]([C:8](=[O:23])[CH2:9][C:10]2[CH:22]=[CH:21][C:13]([C:14]([O:16]C(C)(C)C)=[O:15])=[CH:12][CH:11]=2)[C@H:4]([C:24]([O:26]C)=O)[CH2:3]1.[C:29](O)(C(F)(F)F)=O. Product: [F:28][C:2]1([F:1])[CH2:7][CH2:6][C@@H:5]([C:8](=[O:23])[CH2:9][C:10]2[CH:11]=[CH:12][C:13]([C:14]([OH:16])=[O:15])=[CH:21][CH:22]=2)[C@H:4]([C:24]([CH3:29])=[O:26])[CH2:3]1. The catalyst class is: 317. (2) Reactant: [S:1]1[CH:5]=[CH:4][CH:3]=[C:2]1[C:6]([O:8][CH2:9][CH3:10])=[O:7].[Li+].CC([N-]C(C)C)C.[Cl:19][C:20]1[CH:21]=[C:22]([CH:32]=[CH:33][CH:34]=1)[C:23]([C:25]1[CH:30]=[CH:29][CH:28]=[C:27]([Cl:31])[CH:26]=1)=[O:24]. Product: [Cl:19][C:20]1[CH:21]=[C:22]([C:23]([C:25]2[CH:30]=[CH:29][CH:28]=[C:27]([Cl:31])[CH:26]=2)([OH:24])[C:5]2[S:1][C:2]([C:6]([O:8][CH2:9][CH3:10])=[O:7])=[CH:3][CH:4]=2)[CH:32]=[CH:33][CH:34]=1. The catalyst class is: 1. (3) Reactant: [CH3:1][C:2]1[CH:7]=[C:6]([CH3:8])[CH:5]=[C:4]([CH3:9])[C:3]=1[N:10]=[C:11]([C:13]1[CH:18]=[CH:17][CH:16]=[C:15]([C:19](=O)[CH3:20])[N:14]=1)[CH3:12].[CH3:22][O:23][C:24]1[CH:30]=[CH:29][C:27]([NH2:28])=[CH:26][CH:25]=1. Product: [CH3:1][C:2]1[CH:7]=[C:6]([CH3:8])[CH:5]=[C:4]([CH3:9])[C:3]=1[N:10]=[C:11]([C:13]1[CH:18]=[CH:17][CH:16]=[C:15]([C:19](=[N:28][C:27]2[CH:29]=[CH:30][C:24]([O:23][CH3:22])=[CH:25][CH:26]=2)[CH3:20])[N:14]=1)[CH3:12]. The catalyst class is: 11. (4) Reactant: Br[C:2]1[CH:7]=[CH:6][CH:5]=[C:4]([Br:8])[CH:3]=1.CC1(C)C(C)(C)OB([C:17]2[CH:18]=[C:19]([N:23]3[C:35]4[CH:34]=[CH:33][CH:32]=[CH:31][C:30]=4[C:29]4[C:24]3=[CH:25][CH:26]=[CH:27][CH:28]=4)[CH:20]=[CH:21][CH:22]=2)O1.C([O-])(=O)C.[K+]. Product: [Br:8][C:4]1[CH:3]=[C:2]([C:21]2[CH:22]=[CH:17][CH:18]=[C:19]([N:23]3[C:24]4[CH:25]=[CH:26][CH:27]=[CH:28][C:29]=4[C:30]4[C:35]3=[CH:34][CH:33]=[CH:32][CH:31]=4)[CH:20]=2)[CH:7]=[CH:6][CH:5]=1. The catalyst class is: 109. (5) Reactant: CCOC(/N=N/C(OCC)=O)=O.[CH:13]12[CH2:19][CH:16]([CH:17]=[CH:18]1)[CH2:15][CH:14]2[CH2:20][OH:21].[I:22][C:23]1[CH:28]=[CH:27][C:26](O)=[CH:25][CH:24]=1.C1(P(C2C=CC=CC=2)C2C=CC=CC=2)C=CC=CC=1. Product: [I:22][C:23]1[CH:28]=[CH:27][C:26]([O:21][CH2:20][CH:14]2[CH2:15][CH:16]3[CH2:19][CH:13]2[CH:18]=[CH:17]3)=[CH:25][CH:24]=1. The catalyst class is: 7.